Predict the product of the given reaction. From a dataset of Forward reaction prediction with 1.9M reactions from USPTO patents (1976-2016). (1) Given the reactants [I:1][C:2]1[CH:7]=[C:6]([O:8]C)[CH:5]=[C:4]([O:10]C)[CH:3]=1.ClCCl.B(Br)(Br)Br.Cl, predict the reaction product. The product is: [I:1][C:2]1[CH:3]=[C:4]([OH:10])[CH:5]=[C:6]([OH:8])[CH:7]=1. (2) Given the reactants [C:1]([O:5][C:6](=[O:38])[NH:7][C@@H:8]1[C:13](=[O:14])[C@H:12]([CH2:15][C:16]2[CH:21]=[C:20]([F:22])[C:19]([NH:23][C:24]([O:26][CH2:27][C:28]3[CH:33]=[CH:32][CH:31]=[CH:30][CH:29]=3)=[O:25])=[C:18]([CH2:34][CH2:35][CH2:36][CH3:37])[CH:17]=2)[CH2:11][S:10][CH2:9]1)([CH3:4])([CH3:3])[CH3:2].C1(C)C=CC=CC=1.CCOC(C)=O.N, predict the reaction product. The product is: [C:1]([O:5][C:6](=[O:38])[NH:7][C@@H:8]1[C@@H:13]([OH:14])[C@H:12]([CH2:15][C:16]2[CH:21]=[C:20]([F:22])[C:19]([NH:23][C:24]([O:26][CH2:27][C:28]3[CH:33]=[CH:32][CH:31]=[CH:30][CH:29]=3)=[O:25])=[C:18]([CH2:34][CH2:35][CH2:36][CH3:37])[CH:17]=2)[CH2:11][S:10][CH2:9]1)([CH3:4])([CH3:3])[CH3:2]. (3) The product is: [CH3:5][C:6]([CH3:33])([CH3:32])[CH:7]([C:22]1[CH:23]=[CH:24][C:25]([C:26]2[O:27][C:1](=[O:2])[NH:29][N:28]=2)=[CH:30][CH:31]=1)[C:8]1[CH:13]=[CH:12][C:11]([O:14][CH2:15][C:16]2[CH:21]=[CH:20][CH:19]=[CH:18][N:17]=2)=[CH:10][CH:9]=1. Given the reactants [C:1](Cl)(Cl)=[O:2].[CH3:5][C:6]([CH3:33])([CH3:32])[CH:7]([C:22]1[CH:31]=[CH:30][C:25]([C:26]([NH:28][NH2:29])=[O:27])=[CH:24][CH:23]=1)[C:8]1[CH:13]=[CH:12][C:11]([O:14][CH2:15][C:16]2[CH:21]=[CH:20][CH:19]=[CH:18][N:17]=2)=[CH:10][CH:9]=1, predict the reaction product.